From a dataset of Reaction yield outcomes from USPTO patents with 853,638 reactions. Predict the reaction yield, written as a fraction of the theoretical maximum amount of product (1.0 means a 100% yield; for example, 0.34 means a 34% yield). (1) The reactants are [Cl:1][C:2]1[C:10]([Cl:11])=[CH:9][C:5]([C:6](O)=[O:7])=[C:4]([F:12])[CH:3]=1.CN([C:16]([O:20][N:21]1N=NC2C=CC=N[C:22]1=2)=[N+](C)C)C.F[P-](F)(F)(F)(F)F.CONC.CCN(C(C)C)C(C)C. The catalyst is CN(C=O)C.C(OCC)C. The product is [Cl:1][C:2]1[C:10]([Cl:11])=[CH:9][C:5]([C:6]([N:21]([O:20][CH3:16])[CH3:22])=[O:7])=[C:4]([F:12])[CH:3]=1. The yield is 0.830. (2) The reactants are [CH3:1][C:2]1[O:8][CH:7]=[C:6]([OH:9])[C:4](=[O:5])[CH:3]=1.CN(C)C.[F:14][C:15]1[CH:23]=[CH:22][C:18]([C:19](Cl)=[O:20])=[CH:17][CH:16]=1. The catalyst is C1COCC1. The product is [F:14][C:15]1[CH:23]=[CH:22][C:18]([C:19]([O:9][C:6]2[C:4](=[O:5])[CH:3]=[C:2]([CH3:1])[O:8][CH:7]=2)=[O:20])=[CH:17][CH:16]=1. The yield is 0.880. (3) The reactants are [C:1]([O:5][C:6]([NH:8][C@@H:9]([CH2:15][CH2:16][C:17](=[O:21])[CH:18]=[N+]=[N-])[C:10]([O:12][CH2:13][CH3:14])=[O:11])=[O:7])([CH3:4])([CH3:3])[CH3:2]. The catalyst is C(Cl)Cl. The product is [O:21]=[C:17]1[CH2:18][N:8]([C:6]([O:5][C:1]([CH3:4])([CH3:3])[CH3:2])=[O:7])[C@H:9]([C:10]([O:12][CH2:13][CH3:14])=[O:11])[CH2:15][CH2:16]1. The yield is 0.550. (4) The reactants are [F:1][C:2]([F:22])([F:21])[S:3]([NH:6][C:7]1[CH:12]=[C:11]([N+:13]([O-])=O)[CH:10]=[C:9]([C:16]2[CH:20]=[CH:19][O:18][CH:17]=2)[CH:8]=1)(=[O:5])=[O:4].[H][H].[CH3:25][O:26][C:27]1[N:32]=[C:31]([O:33][CH3:34])[C:30]([C:35]2[CH:44]=[C:43]3[C:38]([C:39](Cl)=[C:40]([C:45]([NH2:47])=[O:46])[CH:41]=[N:42]3)=[CH:37][CH:36]=2)=[CH:29][N:28]=1. The catalyst is C(O)(=O)C.[Pd]. The product is [CH3:25][O:26][C:27]1[N:32]=[C:31]([O:33][CH3:34])[C:30]([C:35]2[CH:44]=[C:43]3[C:38]([C:39]([NH:13][C:11]4[CH:12]=[C:7]([NH:6][S:3]([C:2]([F:22])([F:21])[F:1])(=[O:5])=[O:4])[CH:8]=[C:9]([CH:16]5[CH2:20][CH2:19][O:18][CH2:17]5)[CH:10]=4)=[C:40]([C:45]([NH2:47])=[O:46])[CH:41]=[N:42]3)=[CH:37][CH:36]=2)=[CH:29][N:28]=1. The yield is 0.132. (5) The reactants are C(O)(C(F)(F)F)=O.[CH2:8]([O:15][NH:16][C@H:17]1[CH2:22][N:21](C(OC(C)(C)C)=O)[C@H:20]([C:30]([O:32][CH2:33][CH3:34])=[O:31])[CH2:19][CH2:18]1)[C:9]1[CH:14]=[CH:13][CH:12]=[CH:11][CH:10]=1. The catalyst is C(Cl)Cl. The product is [CH2:8]([O:15][NH:16][C@H:17]1[CH2:22][NH:21][C@H:20]([C:30]([O:32][CH2:33][CH3:34])=[O:31])[CH2:19][CH2:18]1)[C:9]1[CH:10]=[CH:11][CH:12]=[CH:13][CH:14]=1. The yield is 0.950. (6) The reactants are [Br-].[CH:2]1[C:11]2[C:6](=[CH:7][CH:8]=[CH:9][CH:10]=2)[CH:5]=[CH:4][C:3]=1[CH:12]([P+](C1C=CC=CC=1)(C1C=CC=CC=1)C1C=CC=CC=1)[CH3:13].[Li][CH2:34]CCC.[CH:38](=O)[CH2:39][CH2:40]/[CH:41]=[CH:42]/[CH2:43][CH2:44][CH2:45][CH2:46]C. No catalyst specified. The product is [CH3:34][C:12]([C:3]1[CH:4]=[CH:5][C:6]2[C:11](=[CH:10][CH:9]=[CH:8][CH:7]=2)[CH:2]=1)=[CH:13][CH2:38][CH2:39]/[CH:40]=[CH:41]/[CH2:42][CH2:43][CH2:44][CH2:45][CH3:46]. The yield is 0.440.